Task: Predict the reaction yield, written as a fraction of the theoretical maximum amount of product (1.0 means a 100% yield; for example, 0.34 means a 34% yield).. Dataset: Reaction yield outcomes from USPTO patents with 853,638 reactions (1) The reactants are [Cl:1][C:2]1[N:9]=[CH:8][CH:7]=[C:6]([C:10]2[CH:15]=[CH:14][C:13]([OH:16])=[CH:12][CH:11]=2)[C:3]=1[C:4]#[N:5].[C:17]1(B(O)O)[CH:22]=[CH:21][CH:20]=[CH:19][CH:18]=1. No catalyst specified. The product is [Cl:1][C:2]1[N:9]=[CH:8][CH:7]=[C:6]([C:10]2[CH:15]=[CH:14][C:13]([O:16][C:17]3[CH:22]=[CH:21][CH:20]=[CH:19][CH:18]=3)=[CH:12][CH:11]=2)[C:3]=1[C:4]#[N:5]. The yield is 0.900. (2) The reactants are C(Cl)Cl.[C:4]([C:8]1[CH:15]=[CH:14][C:11]([CH2:12][NH2:13])=[CH:10][CH:9]=1)([CH3:7])([CH3:6])[CH3:5].C(N(CC)CC)C.[N:23]1[CH:28]=[CH:27][CH:26]=[CH:25][C:24]=1[S:29](Cl)(=[O:31])=[O:30]. The catalyst is C(OCC)(=O)C.CCCCCC. The product is [C:4]([C:8]1[CH:9]=[CH:10][C:11]([CH2:12][NH:13][S:29]([C:24]2[CH:25]=[CH:26][CH:27]=[CH:28][N:23]=2)(=[O:31])=[O:30])=[CH:14][CH:15]=1)([CH3:7])([CH3:5])[CH3:6]. The yield is 0.890. (3) The reactants are [Cl:1][C:2]1[CH:10]=[CH:9][C:5]([C:6](Cl)=[O:7])=[CH:4][C:3]=1[N+:11]([O-:13])=[O:12].[CH2:14]([CH2:16][NH2:17])[OH:15].C([O-])(O)=O.[Na+]. The catalyst is C1COCC1. The product is [Cl:1][C:2]1[CH:10]=[CH:9][C:5]([C:6]([NH:17][CH2:16][CH2:14][OH:15])=[O:7])=[CH:4][C:3]=1[N+:11]([O-:13])=[O:12]. The yield is 0.890. (4) The product is [Cl:1][C:2]1[CH:11]=[C:10]([C:12](=[O:22])[CH2:13][CH2:14][C:15]2[CH:20]=[CH:19][CH:18]=[C:17]([OH:21])[CH:16]=2)[CH:9]=[CH:8][C:3]=1[C:4]([O:6][CH3:7])=[O:5].[Cl:1][C:2]1[CH:11]=[C:10]([CH:12]([OH:22])[CH2:13][CH2:14][C:15]2[CH:20]=[CH:19][CH:18]=[C:17]([OH:21])[CH:16]=2)[CH:9]=[CH:8][C:3]=1[C:4]([O:6][CH3:7])=[O:5]. The yield is 0.640. The catalyst is C(OCC)(=O)C.[Pd]. The reactants are [Cl:1][C:2]1[CH:11]=[C:10]([C:12](=[O:22])[CH:13]=[CH:14][C:15]2[CH:20]=[CH:19][CH:18]=[C:17]([OH:21])[CH:16]=2)[CH:9]=[CH:8][C:3]=1[C:4]([O:6][CH3:7])=[O:5]. (5) The reactants are [C:1]([C:5]1[CH:30]=[C:8]2[N:9]=[C:10]([CH3:29])[C:11]([CH:21]([CH2:26][CH2:27][CH3:28])[C:22]([O:24]C)=[O:23])=[C:12]([C:13]3[CH:18]=[CH:17][C:16]([CH3:19])=[CH:15][C:14]=3[CH3:20])[N:7]2[N:6]=1)([CH3:4])([CH3:3])[CH3:2].[OH-].[Na+]. The catalyst is CO. The product is [C:1]([C:5]1[CH:30]=[C:8]2[N:9]=[C:10]([CH3:29])[C:11]([CH:21]([CH2:26][CH2:27][CH3:28])[C:22]([OH:24])=[O:23])=[C:12]([C:13]3[CH:18]=[CH:17][C:16]([CH3:19])=[CH:15][C:14]=3[CH3:20])[N:7]2[N:6]=1)([CH3:3])([CH3:4])[CH3:2]. The yield is 0.480.